This data is from Full USPTO retrosynthesis dataset with 1.9M reactions from patents (1976-2016). The task is: Predict the reactants needed to synthesize the given product. Given the product [CH3:24][C:13]1[N:12]=[C:11]([N:2]([CH3:1])[C:3]2[CH:4]=[CH:5][C:6]([NH:9][CH3:10])=[CH:7][CH:8]=2)[C:20]2[C:15](=[CH:16][CH:17]=[C:18]([NH2:21])[CH:19]=2)[N:14]=1, predict the reactants needed to synthesize it. The reactants are: [CH3:1][N:2]([C:11]1[C:20]2[C:15](=[CH:16][CH:17]=[C:18]([N+:21]([O-])=O)[CH:19]=2)[N:14]=[C:13]([CH3:24])[N:12]=1)[C:3]1[CH:8]=[CH:7][C:6]([NH:9][CH3:10])=[CH:5][CH:4]=1.ClC1C2C(=CC=C([N+]([O-])=O)C=2)N=C(C)N=1.CNC1C=CC(NC)=CC=1.